This data is from Catalyst prediction with 721,799 reactions and 888 catalyst types from USPTO. The task is: Predict which catalyst facilitates the given reaction. Reactant: Br[CH2:2][C:3]([C:5]1[CH:10]=[CH:9][C:8]([CH3:11])=[C:7]([CH3:12])[CH:6]=1)=[O:4].[CH3:13][CH:14](C)[CH2:15]N(C=CC)CC(C)C.[OH:25][CH2:26][C:27]([CH3:31])([CH2:29][OH:30])[CH3:28].S(=O)(=O)(O)O. Product: [CH3:28][C:27]1([CH3:31])[CH2:29][O:30][CH:13]([CH:14]([CH3:15])[CH2:2][C:3]([C:5]2[CH:10]=[CH:9][C:8]([CH3:11])=[C:7]([CH3:12])[CH:6]=2)=[O:4])[O:25][CH2:26]1. The catalyst class is: 145.